Predict the reactants needed to synthesize the given product. From a dataset of Full USPTO retrosynthesis dataset with 1.9M reactions from patents (1976-2016). (1) Given the product [CH3:29][O:28][C:26](=[O:27])[N:10]([CH2:9][CH2:8][C:3]1[CH:4]=[CH:5][CH:6]=[CH:7][C:2]=1[Br:1])[CH:11]([CH2:15][CH2:16][CH3:17])[CH2:12][CH2:13][CH3:14], predict the reactants needed to synthesize it. The reactants are: [Br:1][C:2]1[CH:7]=[CH:6][CH:5]=[CH:4][C:3]=1[CH2:8][CH2:9][NH:10][CH:11]([CH2:15][CH2:16][CH3:17])[CH2:12][CH2:13][CH3:14].C(N(CC)CC)C.Cl[C:26]([O:28][CH3:29])=[O:27].[Cl-].[NH4+]. (2) Given the product [CH2:17]([O:19][C:20]([N:22]1[C:30]2[C:25](=[CH:26][C:27]([Br:15])=[CH:28][CH:29]=2)[C:24]([O:32][CH3:33])=[N:23]1)=[O:21])[CH3:18], predict the reactants needed to synthesize it. The reactants are: C(OC(N1C2C(=CC=C([Br:15])C=2)C(O)=N1)=O)C.[CH2:17]([O:19][C:20]([N:22]1[C:30]2[C:25](=[C:26](Br)[CH:27]=[CH:28][CH:29]=2)[C:24]([O:32][CH3:33])=[N:23]1)=[O:21])[CH3:18]. (3) Given the product [CH2:14]1[C:22]2[C:17](=[CH:18][CH:19]=[CH:20][C:21]=2[C:2]2[C:11]3[C:6](=[CH:7][CH:8]=[CH:9][CH:10]=3)[CH:5]=[CH:4][CH:3]=2)[CH:16]=[CH:15]1, predict the reactants needed to synthesize it. The reactants are: Br[C:2]1[C:11]2[C:6](=[CH:7][CH:8]=[CH:9][CH:10]=2)[CH:5]=[CH:4][CH:3]=1.CO[CH:14]1[C:22]2[C:17](=[C:18]([Mg]Br)[CH:19]=[CH:20][CH:21]=2)[CH2:16][CH2:15]1.O.Cl.